Predict the reaction yield, written as a fraction of the theoretical maximum amount of product (1.0 means a 100% yield; for example, 0.34 means a 34% yield). From a dataset of Reaction yield outcomes from USPTO patents with 853,638 reactions. (1) The reactants are [F:1][C:2]1[CH:7]=[C:6]([F:8])[CH:5]=[CH:4][C:3]=1[C@:9]([OH:25])([C@H:16]([C:18]1[C:23]([F:24])=[CH:22][N:21]=[CH:20][N:19]=1)[CH3:17])[CH2:10][N:11]1[CH:15]=[N:14][CH:13]=[N:12]1.N1C=NN=N1.C(N(C(C)C)[P:35]([O:44][CH2:45][C:46]1[CH:51]=[CH:50][CH:49]=[CH:48][CH:47]=1)[O:36][CH2:37][C:38]1[CH:43]=[CH:42][CH:41]=[CH:40][CH:39]=1)(C)C.ClC1C=C(C=CC=1)C(OO)=[O:60]. The catalyst is CN(C)C1C=CN=CC=1.C(Cl)Cl. The product is [P:35]([O:25][C@@:9]([C:3]1[CH:4]=[CH:5][C:6]([F:8])=[CH:7][C:2]=1[F:1])([C@H:16]([C:18]1[C:23]([F:24])=[CH:22][N:21]=[CH:20][N:19]=1)[CH3:17])[CH2:10][N:11]1[CH:15]=[N:14][CH:13]=[N:12]1)([O:36][CH2:37][C:38]1[CH:39]=[CH:40][CH:41]=[CH:42][CH:43]=1)([O:44][CH2:45][C:46]1[CH:47]=[CH:48][CH:49]=[CH:50][CH:51]=1)=[O:60]. The yield is 0.600. (2) The product is [C:13]([N:20]1[CH2:25][C@@H:24]([C:11]#[N:12])[C@H:22]([OH:23])[CH2:21]1)([O:15][C:16]([CH3:19])([CH3:18])[CH3:17])=[O:14]. The reactants are [Cl-].C([Al+]CC)C.C[Si]([C:11]#[N:12])(C)C.[C:13]([N:20]1[CH2:25][C@H:24]2[C@H:22]([O:23]2)[CH2:21]1)([O:15][C:16]([CH3:19])([CH3:18])[CH3:17])=[O:14]. The yield is 0.550. No catalyst specified. (3) The reactants are [Cl-].[CH2:2]([O:9][C:10]([NH:12][CH2:13][CH2:14][NH3+:15])=[O:11])[C:3]1[CH:8]=[CH:7][CH:6]=[CH:5][CH:4]=1.C([O-])([O-])=O.[Na+].[Na+]. The catalyst is O. The product is [NH2:15][CH2:14][CH2:13][NH:12][C:10](=[O:11])[O:9][CH2:2][C:3]1[CH:4]=[CH:5][CH:6]=[CH:7][CH:8]=1. The yield is 0.990. (4) The reactants are [C:1]1([NH:7][C:8]2[CH:16]=[CH:15][CH:14]=[C:10]([C:11]([OH:13])=O)[C:9]=2[C:17]([OH:19])=O)[CH:6]=[CH:5][CH:4]=[CH:3][CH:2]=1.Cl.[NH2:21][CH:22]1[CH2:28][CH2:27][C:26](=[O:29])[NH:25][C:23]1=[O:24]. The catalyst is N1C=CC=CC=1. The product is [O:24]=[C:23]1[CH:22]([N:21]2[C:17](=[O:19])[C:9]3[C:10](=[CH:14][CH:15]=[CH:16][C:8]=3[NH:7][C:1]3[CH:2]=[CH:3][CH:4]=[CH:5][CH:6]=3)[C:11]2=[O:13])[CH2:28][CH2:27][C:26](=[O:29])[NH:25]1. The yield is 0.830. (5) The yield is 0.160. The catalyst is O1CCCC1. The product is [CH3:16][C:11]1[NH:12][C:13]([CH3:15])=[CH:14][C:10]=1[C:8]1[N:9]=[C:4]([C:40]2[CH:39]=[CH:38][C:43]([C:36]3([OH:37])[CH:34]4[CH2:33][CH2:32][CH:31]3[CH2:30][N:29]([CH2:22][C:23]3[CH:24]=[CH:25][CH:26]=[CH:27][CH:28]=3)[CH2:35]4)=[CH:42][CH:41]=2)[CH:5]=[CH:6][CH:7]=1. The reactants are N#N.Br[C:4]1[N:9]=[C:8]([C:10]2[CH:14]=[C:13]([CH3:15])[NH:12][C:11]=2[CH3:16])[CH:7]=[CH:6][CH:5]=1.C([Li])CCC.[CH2:22]([N:29]1[CH2:35][CH:34]2[C:36](=[O:37])[CH:31]([CH2:32][CH2:33]2)[CH2:30]1)[C:23]1[CH:28]=[CH:27][CH:26]=[CH:25][CH:24]=1.[CH3:38][CH2:39][CH2:40][CH2:41][CH2:42][CH3:43]. (6) The catalyst is O1CCCC1. The yield is 0.460. The reactants are [F:1][CH:2]([F:35])[O:3][C:4]1[CH:5]=[C:6]([CH:14]([N:19]2[CH2:27][C:26]3[C:21](=[C:22]([NH:28][C:29]([CH:31]4[CH2:33][CH2:32]4)=[O:30])[CH:23]=[CH:24][CH:25]=3)[C:20]2=[O:34])[CH2:15][C:16]([OH:18])=O)[CH:7]=[CH:8][C:9]=1[O:10][CH:11]([F:13])[F:12].C(N1C=CN=C1)(N1C=CN=C1)=O.[NH2:48][OH:49].O. The product is [F:1][CH:2]([F:35])[O:3][C:4]1[CH:5]=[C:6]([CH:14]([N:19]2[C:20](=[O:34])[C:21]3[C:26](=[CH:25][CH:24]=[CH:23][C:22]=3[NH:28][C:29]([CH:31]3[CH2:33][CH2:32]3)=[O:30])[CH2:27]2)[CH2:15][C:16](=[O:18])[NH:48][OH:49])[CH:7]=[CH:8][C:9]=1[O:10][CH:11]([F:13])[F:12]. (7) The reactants are [CH3:1][O:2][C:3]1[CH:4]=[C:5]2[C:9](=[CH:10][CH:11]=1)[NH:8][CH:7]=[C:6]2[CH:12]=[O:13].[CH3:14]C1(C=O)C2C(=CC=CC=2)NC1. No catalyst specified. The product is [CH3:1][O:2][C:3]1[CH:4]=[C:5]2[C:9](=[CH:10][CH:11]=1)[N:8]([CH3:14])[CH:7]=[C:6]2[CH:12]=[O:13]. The yield is 0.920. (8) The reactants are [CH3:1][O:2][C:3]([N:5]1[CH2:9][C@@H:8]([CH2:10][CH:11]([CH3:13])[CH3:12])[N:7]([CH:14]2[CH2:19][CH2:18][N:17]([CH2:20][C:21]3[C:22]([CH3:43])=[N:23][C:24]([S:27][C:28]4[CH:33]=[CH:32][C:31]([O:34][CH2:35][C:36]([O:38]C(C)(C)C)=[O:37])=[CH:30][CH:29]=4)=[CH:25][CH:26]=3)[CH2:16][CH2:15]2)[C:6]1=[O:44])=[O:4].C(O)(C(F)(F)F)=O. The catalyst is C(Cl)Cl. The product is [CH3:1][O:2][C:3]([N:5]1[CH2:9][C@@H:8]([CH2:10][CH:11]([CH3:13])[CH3:12])[N:7]([CH:14]2[CH2:19][CH2:18][N:17]([CH2:20][C:21]3[C:22]([CH3:43])=[N:23][C:24]([S:27][C:28]4[CH:29]=[CH:30][C:31]([O:34][CH2:35][C:36]([OH:38])=[O:37])=[CH:32][CH:33]=4)=[CH:25][CH:26]=3)[CH2:16][CH2:15]2)[C:6]1=[O:44])=[O:4]. The yield is 0.760. (9) The product is [Cl:1][C:2]1[CH:3]=[C:4]([N:8]2[CH:12]=[C:11]([CH2:13][OH:14])[CH:10]=[N:9]2)[CH:5]=[CH:6][CH:7]=1. The reactants are [Cl:1][C:2]1[CH:3]=[C:4]([N:8]2[CH:12]=[C:11]([C:13](OCC)=[O:14])[CH:10]=[N:9]2)[CH:5]=[CH:6][CH:7]=1.[H-].[H-].[H-].[H-].[Li+].[Al+3]. The yield is 0.970. The catalyst is CCOCC.